From a dataset of Forward reaction prediction with 1.9M reactions from USPTO patents (1976-2016). Predict the product of the given reaction. (1) Given the reactants Br[C:2]1[CH:11]=[C:10]2[C:5]([CH:6]=[C:7]([CH3:30])[C:8]([CH:19]([O:25][C:26]([CH3:29])([CH3:28])[CH3:27])[C:20]([O:22]CC)=[O:21])=[C:9]2[C:12]2[CH:17]=[CH:16][C:15]([Cl:18])=[CH:14][CH:13]=2)=[CH:4][CH:3]=1.[CH3:31][C:32]([NH2:36])([C:34]#[CH:35])[CH3:33], predict the reaction product. The product is: [NH2:36][C:32]([CH3:33])([CH3:31])[C:34]#[C:35][C:2]1[CH:11]=[C:10]2[C:5]([CH:6]=[C:7]([CH3:30])[C:8]([CH:19]([O:25][C:26]([CH3:28])([CH3:29])[CH3:27])[C:20]([OH:22])=[O:21])=[C:9]2[C:12]2[CH:13]=[CH:14][C:15]([Cl:18])=[CH:16][CH:17]=2)=[CH:4][CH:3]=1. (2) Given the reactants ClC1C=C(C=CC=1Cl)O[CH:6]1[CH2:11][CH2:10][N:9]([S:12]([C:15]2[C:16]([CH3:22])=[N:17][N:18]([CH3:21])[C:19]=2[CH3:20])(=[O:14])=[O:13])[CH2:8][CH2:7]1.CN1C(C)=C(S(Cl)(=O)=O)C(C)=N1.[Cl:39][C:40]1[CH:45]=[CH:44][C:43]([NH:46]C2CCNCC2)=[CH:42][CH:41]=1, predict the reaction product. The product is: [Cl:39][C:40]1[CH:45]=[CH:44][C:43]([NH:46][CH:6]2[CH2:7][CH2:8][N:9]([S:12]([C:15]3[C:16]([CH3:22])=[N:17][N:18]([CH3:21])[C:19]=3[CH3:20])(=[O:13])=[O:14])[CH2:10][CH2:11]2)=[CH:42][CH:41]=1. (3) Given the reactants [N:1]1[N:9]2[C:4]([CH2:5][O:6][CH2:7][CH2:8]2)=[CH:3][C:2]=1[C:10](OCC)=[O:11].[H-].[Al+3].[Li+].[H-].[H-].[H-].O.S([O-])([O-])(=O)=O.[Mg+2], predict the reaction product. The product is: [N:1]1[N:9]2[C:4]([CH2:5][O:6][CH2:7][CH2:8]2)=[CH:3][C:2]=1[CH2:10][OH:11]. (4) Given the reactants [CH:1]([O:4][C:5]([N:7]1[CH2:10][CH:9]([O:11][C@@H:12]([C:14]2[O:18][N:17]=[C:16]([C:19]3[CH:20]=[N:21][C:22]([N:25]4[CH2:29][C@H:28]([C:30]5[CH:35]=[C:34]([F:36])[CH:33]=[CH:32][C:31]=5[F:37])[C@@H:27]([NH:38]C(OC(C)(C)C)=O)[CH2:26]4)=[N:23][CH:24]=3)[N:15]=2)[CH3:13])[CH2:8]1)=[O:6])([CH3:3])[CH3:2].C(O)(C(F)(F)F)=O.[CH3:53][C:54]1[CH:55]=[CH:56][C:57]([S:60]([OH:63])(=[O:62])=[O:61])=[CH:58][CH:59]=1, predict the reaction product. The product is: [C:54]1([CH3:53])[CH:55]=[CH:56][C:57]([S:60]([OH:63])(=[O:61])=[O:62])=[CH:58][CH:59]=1.[CH:1]([O:4][C:5]([N:7]1[CH2:10][CH:9]([O:11][C@@H:12]([C:14]2[O:18][N:17]=[C:16]([C:19]3[CH:20]=[N:21][C:22]([N:25]4[CH2:29][C@H:28]([C:30]5[CH:35]=[C:34]([F:36])[CH:33]=[CH:32][C:31]=5[F:37])[C@@H:27]([NH2:38])[CH2:26]4)=[N:23][CH:24]=3)[N:15]=2)[CH3:13])[CH2:8]1)=[O:6])([CH3:2])[CH3:3]. (5) Given the reactants [CH3:1][C:2]1[NH:6][CH:5]=[C:4]([C:7]([O:9][CH3:10])=[O:8])[CH:3]=1.[Cl-].[Cl-].[Cl-].[Al+3].ClC(N(C)C)=C(C)C.[F:23][C:24]1[CH:29]=[CH:28][C:27]([CH2:30][C:31](O)=[O:32])=[CH:26][C:25]=1[C:34]([N:36]1[CH2:41][CH2:40][CH:39]([O:42][CH3:43])[CH2:38][CH2:37]1)=[O:35].Cl, predict the reaction product. The product is: [F:23][C:24]1[CH:29]=[CH:28][C:27]([CH2:30][C:31]([C:3]2[C:4]([C:7]([O:9][CH3:10])=[O:8])=[CH:5][NH:6][C:2]=2[CH3:1])=[O:32])=[CH:26][C:25]=1[C:34]([N:36]1[CH2:37][CH2:38][CH:39]([O:42][CH3:43])[CH2:40][CH2:41]1)=[O:35]. (6) Given the reactants C(OC([N:8]1[CH2:13][CH2:12][C:11]2[N:14]([CH3:56])[C:15]([C:17]3[C:22]([C:23]#[C:24][C:25]4[CH:30]=[CH:29][CH:28]=[C:27]([CH2:31][C:32](=[O:53])[NH:33][C:34]5[CH:39]=[CH:38][C:37]([CH2:40][N:41]6[CH2:46][CH2:45][N:44]([CH2:47][CH3:48])[CH2:43][CH2:42]6)=[C:36]([C:49]([F:52])([F:51])[F:50])[CH:35]=5)[CH:26]=4)=[CH:21][N:20]=[C:19]([NH:54][CH3:55])[CH:18]=3)=[CH:16][C:10]=2[C:9]1=[O:57])=O)(C)(C)C.C(O)(C(F)(F)F)=O, predict the reaction product. The product is: [CH2:47]([N:44]1[CH2:45][CH2:46][N:41]([CH2:40][C:37]2[CH:38]=[CH:39][C:34]([NH:33][C:32](=[O:53])[CH2:31][C:27]3[CH:28]=[CH:29][CH:30]=[C:25]([C:24]#[C:23][C:22]4[CH:21]=[N:20][C:19]([NH:54][CH3:55])=[CH:18][C:17]=4[C:15]4[N:14]([CH3:56])[C:11]5[CH2:12][CH2:13][NH:8][C:9](=[O:57])[C:10]=5[CH:16]=4)[CH:26]=3)=[CH:35][C:36]=2[C:49]([F:52])([F:51])[F:50])[CH2:42][CH2:43]1)[CH3:48]. (7) Given the reactants Cl[C:2]1[N:7]=[CH:6][C:5]2[C:8]([C:14]3[N:18](C4CCCCO4)[N:17]=[CH:16][C:15]=3[CH3:25])=[N:9][N:10]([CH:11]([CH3:13])[CH3:12])[C:4]=2[CH:3]=1.[NH2:26][C:27]1[CH:32]=[CH:31][N:30]=[C:29]([N:33]2[CH2:38][CH2:37][CH:36]([OH:39])[C:35]([CH3:41])([CH3:40])[CH2:34]2)[N:28]=1.CC(C)([O-])C.[Na+].C(O)(C)(C)C.CO.Cl, predict the reaction product. The product is: [CH:11]([N:10]1[C:4]2[CH:3]=[C:2]([NH:26][C:27]3[CH:32]=[CH:31][N:30]=[C:29]([N:33]4[CH2:38][CH2:37][CH:36]([OH:39])[C:35]([CH3:41])([CH3:40])[CH2:34]4)[N:28]=3)[N:7]=[CH:6][C:5]=2[C:8]([C:14]2[NH:18][N:17]=[CH:16][C:15]=2[CH3:25])=[N:9]1)([CH3:12])[CH3:13].